This data is from Full USPTO retrosynthesis dataset with 1.9M reactions from patents (1976-2016). The task is: Predict the reactants needed to synthesize the given product. Given the product [O:24]1[C:23]2[CH:22]=[CH:21][C:18]([CH2:19][N:9]([C:5]3[CH:6]=[CH:7][CH:8]=[C:3]([C:1]#[N:2])[CH:4]=3)[C:10](=[O:13])[CH2:11][CH3:12])=[CH:17][C:16]=2[O:15][CH2:14]1, predict the reactants needed to synthesize it. The reactants are: [C:1]([C:3]1[CH:4]=[C:5]([NH:9][C:10](=[O:13])[CH2:11][CH3:12])[CH:6]=[CH:7][CH:8]=1)#[N:2].[CH2:14]1[O:24][C:23]2[CH:22]=[CH:21][C:18]([CH2:19]Cl)=[CH:17][C:16]=2[O:15]1.